The task is: Predict the reactants needed to synthesize the given product.. This data is from Full USPTO retrosynthesis dataset with 1.9M reactions from patents (1976-2016). (1) Given the product [F:16][C@@H:14]1[CH2:15][N:8]([C:6]([O:5][C:1]([CH3:2])([CH3:3])[CH3:4])=[O:7])[C@H:9]([C:10]([N:17]2[CH2:22][CH2:21][O:20][CH2:19][CH2:18]2)=[O:12])[CH2:13]1, predict the reactants needed to synthesize it. The reactants are: [C:1]([O:5][C:6]([N:8]1[CH2:15][C@@H:14]([F:16])[CH2:13][C@H:9]1[C:10]([OH:12])=O)=[O:7])([CH3:4])([CH3:3])[CH3:2].[NH:17]1[CH2:22][CH2:21][O:20][CH2:19][CH2:18]1. (2) The reactants are: [Cl:1][C:2]1[C:11]2[C:10]([S:12](Cl)(=[O:14])=[O:13])=[CH:9][CH:8]=[CH:7][C:6]=2[CH:5]=[N:4][CH:3]=1.[C:16]([O:20][C:21]([N:23]([C@H:25]1[CH2:29][CH2:28][NH:27][CH2:26]1)[CH3:24])=[O:22])([CH3:19])([CH3:18])[CH3:17].BrC1C2C(S([Cl:44])(=O)=O)=CC=CC=2C=NC=1.C(OC(N(C1CCNC1)C)=O)(C)(C)C. Given the product [C:16]([O:20][C:21]([N:23]([C@H:25]1[CH2:29][CH2:28][N:27]([S:12]([C:10]2[C:11]3[C:2]([Cl:1])=[CH:3][N:4]=[CH:5][C:6]=3[CH:7]=[CH:8][CH:9]=2)(=[O:14])=[O:13])[CH2:26]1)[CH3:24])=[O:22])([CH3:19])([CH3:17])[CH3:18].[ClH:44], predict the reactants needed to synthesize it. (3) Given the product [Br:11][C:12]1[CH:13]=[C:14]([C:2]2[N:7]=[C:6]([C:8]([NH2:10])=[O:9])[CH:5]=[CH:4][N:3]=2)[CH:15]=[C:16]([CH3:18])[CH:17]=1, predict the reactants needed to synthesize it. The reactants are: Cl[C:2]1[N:7]=[C:6]([C:8]([NH2:10])=[O:9])[CH:5]=[CH:4][N:3]=1.[Br:11][C:12]1[CH:13]=[C:14](B(O)O)[CH:15]=[C:16]([CH3:18])[CH:17]=1.